The task is: Predict the reactants needed to synthesize the given product.. This data is from Full USPTO retrosynthesis dataset with 1.9M reactions from patents (1976-2016). (1) Given the product [NH2:24][CH:19]([CH:21]1[CH2:23][CH2:22]1)[C:9]1[N:8]([CH2:1][C:2]2[CH:7]=[CH:6][CH:5]=[CH:4][CH:3]=2)[C:13](=[O:14])[C:12]2=[CH:15][CH:16]=[C:17]([Cl:18])[N:11]2[N:10]=1, predict the reactants needed to synthesize it. The reactants are: [CH2:1]([N:8]1[C:13](=[O:14])[C:12]2=[CH:15][CH:16]=[C:17]([Cl:18])[N:11]2[N:10]=[C:9]1[CH:19]([CH:21]1[CH2:23][CH2:22]1)O)[C:2]1[CH:7]=[CH:6][CH:5]=[CH:4][CH:3]=1.[N-:24]=[N+]=[N-].[Na+].C1(P(C2C=CC=CC=2)C2C=CC=CC=2)C=CC=CC=1. (2) Given the product [Br-:43].[CH3:2][O:3][C:4]1[CH:29]=[C:8]2[CH:9]=[CH:10][N:11]([CH2:16][C:17]3[CH:22]=[C:21]([O:23][CH3:24])[C:20]([O:25][CH3:26])=[C:19]([O:27][CH3:28])[CH:18]=3)[C:12]3[CH:13]=[CH:14][N+:15]([CH2:42][C:41]4[CH:44]=[CH:45][C:46]([O:47][CH3:48])=[C:39]([OH:38])[CH:40]=4)=[C:6]([C:7]=32)[C:5]=1[O:30][CH3:31], predict the reactants needed to synthesize it. The reactants are: [Cl-].[CH3:2][O:3][C:4]1[CH:29]=[C:8]2[CH:9]=[CH:10][N:11]([CH2:16][C:17]3[CH:22]=[C:21]([O:23][CH3:24])[C:20]([O:25][CH3:26])=[C:19]([O:27][CH3:28])[CH:18]=3)[C:12]3[CH:13]=[CH:14][NH+:15]=[C:6]([C:7]=32)[C:5]=1[O:30][CH3:31].C(=O)([O-])[O-].[K+].[K+].[OH:38][C:39]1[CH:40]=[C:41]([CH:44]=[CH:45][C:46]=1[O:47][CH3:48])[CH2:42][Br:43].[K+].[Br-].O.[Cl-].COC1C=C2C=C[NH+](C)C3C=CN=C(C=32)C=1OC.COC1C=C2C=C[NH+](C)C3C=CN=C(C=32)C=1OC.[Cl-].CN1C2C(OP([O-])([O-])=O)=C(OC)C=C3C=CN=C(C=23)C=C1.[Na+].[Na+].[I-].C[N+]1C=CC2N(CC3C=CC(OC)=CC=3)C=CC3=CC(OC)=C(OC)C=1C=23. (3) The reactants are: [CH:1]([S:3]([N:6]1[CH2:11][CH2:10][CH:9]([C:12]2[C:20]3[C:15](=[C:16]([C:27]([NH2:29])=[O:28])[CH:17]=[C:18]([C:21]4[CH:26]=[CH:25][CH:24]=[CH:23][CH:22]=4)[CH:19]=3)[NH:14][CH:13]=2)[CH2:8][CH2:7]1)(=[O:5])=[O:4])=[CH2:2].[N:30]1([CH2:36][CH2:37][OH:38])[CH2:35][CH2:34][CH2:33][CH2:32][CH2:31]1.C([O-])([O-])=O.[K+].[K+].[I-].[Na+]. Given the product [C:21]1([C:18]2[CH:19]=[C:20]3[C:15](=[C:16]([C:27]([NH2:29])=[O:28])[CH:17]=2)[NH:14][CH:13]=[C:12]3[CH:9]2[CH2:8][CH2:7][N:6]([S:3]([CH2:1][CH2:2][O:38][CH2:37][CH2:36][N:30]3[CH2:35][CH2:34][CH2:33][CH2:32][CH2:31]3)(=[O:5])=[O:4])[CH2:11][CH2:10]2)[CH:26]=[CH:25][CH:24]=[CH:23][CH:22]=1, predict the reactants needed to synthesize it. (4) Given the product [Br:21][C:8]1[CH:9]=[C:10]([C:14]2[N:18]=[CH:17][N:16]([CH3:19])[N:15]=2)[CH:11]=[CH:12][CH:13]=1, predict the reactants needed to synthesize it. The reactants are: CC1(C)COB([C:8]2[CH:9]=[C:10]([C:14]3[N:18]=[CH:17][N:16]([CH3:19])[N:15]=3)[CH:11]=[CH:12][CH:13]=2)OC1.[Br:21]C1N2N=CC(C(F)(F)F)=NC2=NC=1.C([O-])([O-])=O.[Na+].[Na+]. (5) Given the product [NH2:1][C@H:2]1[CH2:7][CH2:6][CH2:5][CH2:4][C@H:3]1[NH:8][C:9]1[C:17]([F:18])=[CH:16][C:12]([C:13]([NH2:15])=[O:14])=[C:11]([NH:19][C:20]2[CH:21]=[C:22]3[C:27](=[C:28]([OH:30])[CH:29]=2)[N:26]=[CH:25][CH:24]=[CH:23]3)[N:10]=1, predict the reactants needed to synthesize it. The reactants are: [NH2:1][C@H:2]1[CH2:7][CH2:6][CH2:5][CH2:4][C@H:3]1[NH:8][C:9]1[C:17]([F:18])=[CH:16][C:12]([C:13]([NH2:15])=[O:14])=[C:11]([NH:19][C:20]2[CH:21]=[C:22]3[C:27](=[C:28]([O:30]CC4C=CC=CC=4)[CH:29]=2)[N:26]=[CH:25][CH:24]=[CH:23]3)[N:10]=1. (6) Given the product [N:1]12[CH2:8][CH2:7][CH:4]([CH2:5][CH2:6]1)[C@@H:3]([O:9][C:10]1[N:15]=[N:14][C:13]([C:16]3[CH:21]=[CH:20][C:19]([NH2:22])=[C:18]([Br:27])[CH:17]=3)=[CH:12][CH:11]=1)[CH2:2]2, predict the reactants needed to synthesize it. The reactants are: [N:1]12[CH2:8][CH2:7][CH:4]([CH2:5][CH2:6]1)[C@@H:3]([O:9][C:10]1[N:15]=[N:14][C:13]([C:16]3[CH:21]=[CH:20][C:19]([NH2:22])=[CH:18][CH:17]=3)=[CH:12][CH:11]=1)[CH2:2]2.CC(O)=O.[Br:27]N1C(=O)CCC1=O. (7) Given the product [F:16][C:10]1[CH:11]=[CH:12][CH:13]=[C:14]([I:15])[C:9]=1[S:6]([NH2:5])(=[O:7])=[O:8], predict the reactants needed to synthesize it. The reactants are: C([NH:5][S:6]([C:9]1[C:14]([I:15])=[CH:13][CH:12]=[CH:11][C:10]=1[F:16])(=[O:8])=[O:7])(C)(C)C.FC(F)(F)C(O)=O. (8) Given the product [N:8]1([C:13]2[CH:18]=[CH:17][C:16]([C:19]3[CH:20]=[CH:21][C:22]([C:25]4[C:51]([F:52])=[CH:50][C:28]5[NH:29][C:30]([O:32][C@H:33]6[C@H:37]7[O:38][CH2:39][C@@H:40]([OH:41])[C@H:36]7[O:35][CH2:34]6)=[N:31][C:27]=5[C:26]=4[F:53])=[CH:23][CH:24]=3)=[CH:15][CH:14]=2)[CH:12]=[N:11][CH:10]=[N:9]1, predict the reactants needed to synthesize it. The reactants are: C(O)(C(F)(F)F)=O.[N:8]1([C:13]2[CH:18]=[CH:17][C:16]([C:19]3[CH:24]=[CH:23][C:22]([C:25]4[C:51]([F:52])=[CH:50][C:28]5[N:29](COCC[Si](C)(C)C)[C:30]([O:32][C@H:33]6[C@H:37]7[O:38][CH2:39][C@@H:40]([OH:41])[C@H:36]7[O:35][CH2:34]6)=[N:31][C:27]=5[C:26]=4[F:53])=[CH:21][CH:20]=3)=[CH:15][CH:14]=2)[CH:12]=[N:11][CH:10]=[N:9]1. (9) Given the product [CH3:24][S:25]([O:9][C:3]1[CH:4]=[CH:5][C:6]([F:8])=[CH:7][C:2]=1[F:1])(=[O:27])=[O:26], predict the reactants needed to synthesize it. The reactants are: [F:1][C:2]1[CH:7]=[C:6]([F:8])[CH:5]=[CH:4][C:3]=1[OH:9].C1(C)C=CC=CC=1.C(N(CC)CC)C.[CH3:24][S:25](Cl)(=[O:27])=[O:26].